Dataset: Catalyst prediction with 721,799 reactions and 888 catalyst types from USPTO. Task: Predict which catalyst facilitates the given reaction. Reactant: CC(OC(/N=N/C(OC(C)C)=O)=O)C.[NH2:15][C:16]1[N:20]([C:21]2[CH:22]=[C:23]([OH:27])[CH:24]=[CH:25][CH:26]=2)[N:19]=[C:18]([C:28]([CH3:31])([CH3:30])[CH3:29])[CH:17]=1.[O:32]1[CH2:37][CH2:36][CH2:35][CH2:34][CH:33]1[O:38][CH2:39][CH2:40]O.C1(P(C2C=CC=CC=2)C2C=CC=CC=2)C=CC=CC=1. Product: [C:28]([C:18]1[CH:17]=[C:16]([NH2:15])[N:20]([C:21]2[CH:26]=[CH:25][CH:24]=[C:23]([O:27][CH2:40][CH2:39][O:38][CH:33]3[CH2:34][CH2:35][CH2:36][CH2:37][O:32]3)[CH:22]=2)[N:19]=1)([CH3:31])([CH3:30])[CH3:29]. The catalyst class is: 1.